This data is from Forward reaction prediction with 1.9M reactions from USPTO patents (1976-2016). The task is: Predict the product of the given reaction. (1) Given the reactants C[Mg+].[Br-].[CH2:4](OCC)C.CON(C)[C:12]([C:14]1[N:15]=[C:16]([CH3:23])[O:17][C:18]=1[C:19]([F:22])([F:21])[F:20])=[O:13], predict the reaction product. The product is: [CH3:23][C:16]1[O:17][C:18]([C:19]([F:20])([F:21])[F:22])=[C:14]([C:12](=[O:13])[CH3:4])[N:15]=1. (2) Given the reactants [CH:1]([S:4]([N:7]1[C:11]2[CH:12]=[C:13]([C:16]3[N:17]=[C:18]([CH:35]=[O:36])[N:19](COCC[Si](C)(C)C)[C:20]=3[C:21]3[CH:26]=[CH:25][CH:24]=[CH:23][CH:22]=3)[CH:14]=[CH:15][C:10]=2[N:9]=[C:8]1[NH2:37])(=[O:6])=[O:5])([CH3:3])[CH3:2], predict the reaction product. The product is: [CH:1]([S:4]([N:7]1[C:11]2[CH:12]=[C:13]([C:16]3[N:17]=[C:18]([CH:35]=[O:36])[NH:19][C:20]=3[C:21]3[CH:22]=[CH:23][CH:24]=[CH:25][CH:26]=3)[CH:14]=[CH:15][C:10]=2[N:9]=[C:8]1[NH2:37])(=[O:5])=[O:6])([CH3:3])[CH3:2]. (3) Given the reactants [O-:1][S:2]([O-:4])=[O:3].[Na+:5].[Na+].Br[CH2:8][C:9]1[CH:14]=[CH:13][CH:12]=[CH:11][C:10]=1[N+:15]([O-:17])=[O:16], predict the reaction product. The product is: [N+:15]([C:10]1[CH:11]=[CH:12][CH:13]=[CH:14][C:9]=1[CH2:8][S:2]([O-:4])(=[O:1])=[O:3])([O-:17])=[O:16].[Na+:5]. (4) Given the reactants [NH2:1][C:2]1[CH:3]=[C:4]([N:9]([CH3:25])[C:10]2[N:15]=[C:14]3[S:16][C:17]([NH:19][C:20]([CH:22]4[CH2:24][CH2:23]4)=[O:21])=[N:18][C:13]3=[CH:12][CH:11]=2)[CH:5]=[CH:6][C:7]=1[F:8].[Cl:26][C:27]1[CH:32]=[CH:31][C:30]([N:33]=[C:34]=[O:35])=[CH:29][C:28]=1[C:36]([F:39])([F:38])[F:37], predict the reaction product. The product is: [Cl:26][C:27]1[CH:32]=[CH:31][C:30]([NH:33][C:34]([NH:1][C:2]2[CH:3]=[C:4]([N:9]([CH3:25])[C:10]3[N:15]=[C:14]4[S:16][C:17]([NH:19][C:20]([CH:22]5[CH2:23][CH2:24]5)=[O:21])=[N:18][C:13]4=[CH:12][CH:11]=3)[CH:5]=[CH:6][C:7]=2[F:8])=[O:35])=[CH:29][C:28]=1[C:36]([F:37])([F:38])[F:39]. (5) Given the reactants [CH3:1][C:2]1[C:6]2[CH:7]=[C:8]([OH:11])[CH:9]=[CH:10][C:5]=2[O:4][CH:3]=1.[CH3:12]I, predict the reaction product. The product is: [CH3:12][O:11][C:8]1[CH:9]=[CH:10][C:5]2[O:4][CH:3]=[C:2]([CH3:1])[C:6]=2[CH:7]=1. (6) Given the reactants C[O:2][C:3]1[CH:8]=[CH:7][C:6]([CH2:9][CH2:10][CH2:11][CH2:12][N:13]2[CH:17]=[CH:16][N:15]=[CH:14]2)=[CH:5][CH:4]=1.Br.[OH-].[Na+], predict the reaction product. The product is: [N:13]1([CH2:12][CH2:11][CH2:10][CH2:9][C:6]2[CH:5]=[CH:4][C:3]([OH:2])=[CH:8][CH:7]=2)[CH:17]=[CH:16][N:15]=[CH:14]1. (7) Given the reactants [Cl:1][C:2]1[CH:3]=[C:4]([CH:6]=[C:7]([Cl:9])[CH:8]=1)[NH2:5].[CH2:10]([C:12](=O)[C:13]([O-:15])=[O:14])[CH3:11].[CH3:17][C:18]1[CH:25]=[CH:24][C:23]([CH3:26])=[CH:22][C:19]=1C=C.F[C:28](F)(F)[C:29](O)=O, predict the reaction product. The product is: [CH2:28]([O:15][C:13]([CH:12]1[CH2:10][CH:11]([C:19]2[CH:22]=[C:23]([CH3:26])[CH:24]=[CH:25][C:18]=2[CH3:17])[C:3]2[C:4](=[CH:6][C:7]([Cl:9])=[CH:8][C:2]=2[Cl:1])[NH:5]1)=[O:14])[CH3:29]. (8) Given the reactants [Br:1][C:2]1[C:11]([C:12](=[CH2:17])[C:13]([O:15][CH3:16])=[O:14])=[C:10]2[C:5]([CH:6]=[CH:7][C:8]([O:18][CH3:19])=[N:9]2)=[CH:4][CH:3]=1.ClC1C=CC=C(C(OO)=[O:28])C=1.S([O-])([O-])=O.[Na+].[Na+].C(=O)(O)[O-].[Na+], predict the reaction product. The product is: [Br:1][C:2]1[C:11]([C:12]2([C:13]([O:15][CH3:16])=[O:14])[CH2:17][O:28]2)=[C:10]2[C:5]([CH:6]=[CH:7][C:8]([O:18][CH3:19])=[N:9]2)=[CH:4][CH:3]=1. (9) Given the reactants [Cl:1][C:2]1[N:11]=[C:10]([CH2:12][C:13]([NH2:15])=[O:14])[C:9]2[C:4](=[CH:5][CH:6]=[CH:7][CH:8]=2)[N:3]=1.C([O:18][C:19](=O)[C:20]([C:22]1[C:23]2[S:36][CH:35]=[CH:34][C:24]=2[N:25](C(OC(C)(C)C)=O)[CH:26]=1)=O)C.C1COCC1.CC([O-])(C)C.[K+], predict the reaction product. The product is: [Cl:1][C:2]1[N:11]=[C:10]([C:12]2[C:13](=[O:14])[NH:15][C:19](=[O:18])[C:20]=2[C:22]2[C:23]3[S:36][CH:35]=[CH:34][C:24]=3[NH:25][CH:26]=2)[C:9]2[C:4](=[CH:5][CH:6]=[CH:7][CH:8]=2)[N:3]=1. (10) Given the reactants C([O:8][C:9]1[CH:14]=[CH:13][CH:12]=[CH:11][C:10]=1[NH:15][C:16](=[O:36])[C@@H:17]1[CH2:21][CH2:20][CH2:19][N:18]1[C:22](=[O:35])[CH2:23][CH2:24][C:25]1[N:29]([CH3:30])[C:28]2[CH:31]=[CH:32][CH:33]=[CH:34][C:27]=2[N:26]=1)C1C=CC=CC=1, predict the reaction product. The product is: [OH:8][C:9]1[CH:14]=[CH:13][CH:12]=[CH:11][C:10]=1[NH:15][C:16](=[O:36])[C@@H:17]1[CH2:21][CH2:20][CH2:19][N:18]1[C:22](=[O:35])[CH2:23][CH2:24][C:25]1[N:29]([CH3:30])[C:28]2[CH:31]=[CH:32][CH:33]=[CH:34][C:27]=2[N:26]=1.